From a dataset of Reaction yield outcomes from USPTO patents with 853,638 reactions. Predict the reaction yield, written as a fraction of the theoretical maximum amount of product (1.0 means a 100% yield; for example, 0.34 means a 34% yield). (1) The reactants are Cl[C:2]1[CH:10]=[CH:9][C:5]([C:6]([OH:8])=[O:7])=[CH:4][CH:3]=1.[OH:11][C:12]1[CH:17]=[CH:16][CH:15]=[CH:14][C:13]=1B(O)O.C([O-])([O-])=O.[K+].[K+]. The catalyst is CC([O-])=O.CC([O-])=O.[Pd+2].C1(P(C2CCCCC2)C2C=CC=CC=2C2C(OC)=CC=C(S([O-])(=O)=O)C=2OC)CCCCC1.[Na+].O. The product is [OH:11][C:12]1[CH:17]=[CH:16][CH:15]=[CH:14][C:13]=1[C:2]1[CH:10]=[CH:9][C:5]([C:6]([OH:8])=[O:7])=[CH:4][CH:3]=1. The yield is 0.950. (2) The product is [F:23][CH2:2][C:3]1([S:6]([NH:9][C:10](=[O:16])[O:11][C:12]([CH3:15])([CH3:14])[CH3:13])(=[O:8])=[O:7])[CH2:5][CH2:4]1. The yield is 0.720. The catalyst is C(Cl)Cl. The reactants are O[CH2:2][C:3]1([S:6]([NH:9][C:10](=[O:16])[O:11][C:12]([CH3:15])([CH3:14])[CH3:13])(=[O:8])=[O:7])[CH2:5][CH2:4]1.C(N(S(F)(F)[F:23])CC)C. (3) The reactants are [OH:1][CH:2]([CH2:5][OH:6])[CH:3]=[CH2:4].[H-].[Na+].[CH2:9](Br)[C:10]1[CH:15]=[CH:14][CH:13]=[CH:12][CH:11]=1. The catalyst is O1CCCC1.[I-].C([N+](CCCC)(CCCC)CCCC)CCC. The product is [CH2:9]([O:6][CH2:5][CH:2]([OH:1])[CH:3]=[CH2:4])[C:10]1[CH:15]=[CH:14][CH:13]=[CH:12][CH:11]=1. The yield is 0.550. (4) The reactants are Br[C:2]1[CH:7]=[CH:6][CH:5]=[CH:4][C:3]=1[S:8][C:9]([CH3:14])([CH3:13])[C:10]([O-:12])=[O:11].[C:15]([C:17]1[CH:22]=[CH:21][C:20](B(O)O)=[CH:19][CH:18]=1)#[N:16].C(=O)([O-])[O-].[Na+].[Na+].O1CCO[CH2:34][CH2:33]1. The catalyst is C1C=CC([P]([Pd]([P](C2C=CC=CC=2)(C2C=CC=CC=2)C2C=CC=CC=2)([P](C2C=CC=CC=2)(C2C=CC=CC=2)C2C=CC=CC=2)[P](C2C=CC=CC=2)(C2C=CC=CC=2)C2C=CC=CC=2)(C2C=CC=CC=2)C2C=CC=CC=2)=CC=1. The product is [C:15]([C:17]1[CH:22]=[CH:21][C:20]([C:2]2[CH:7]=[CH:6][CH:5]=[CH:4][C:3]=2[S:8][C:9]([CH3:14])([CH3:13])[C:10]([O:12][CH2:33][CH3:34])=[O:11])=[CH:19][CH:18]=1)#[N:16]. The yield is 0.570.